This data is from NCI-60 drug combinations with 297,098 pairs across 59 cell lines. The task is: Regression. Given two drug SMILES strings and cell line genomic features, predict the synergy score measuring deviation from expected non-interaction effect. (1) Drug 1: CC(C1=C(C=CC(=C1Cl)F)Cl)OC2=C(N=CC(=C2)C3=CN(N=C3)C4CCNCC4)N. Drug 2: C1=CC=C(C(=C1)C(C2=CC=C(C=C2)Cl)C(Cl)Cl)Cl. Cell line: SF-539. Synergy scores: CSS=4.68, Synergy_ZIP=-1.10, Synergy_Bliss=1.06, Synergy_Loewe=0.774, Synergy_HSA=1.52. (2) Drug 1: C1=C(C(=O)NC(=O)N1)N(CCCl)CCCl. Drug 2: CC12CCC3C(C1CCC2O)C(CC4=C3C=CC(=C4)O)CCCCCCCCCS(=O)CCCC(C(F)(F)F)(F)F. Cell line: SF-539. Synergy scores: CSS=38.8, Synergy_ZIP=-4.58, Synergy_Bliss=-3.45, Synergy_Loewe=-2.68, Synergy_HSA=-2.90.